The task is: Predict the product of the given reaction.. This data is from Forward reaction prediction with 1.9M reactions from USPTO patents (1976-2016). (1) Given the reactants Br[C:2]1(Br)[C:10]2[C:5](=[N:6][CH:7]=[CH:8][CH:9]=2)[NH:4][C:3]1=[O:11].[NH4+].[Cl-], predict the reaction product. The product is: [NH:4]1[C:5]2[C:10](=[CH:9][CH:8]=[CH:7][N:6]=2)[CH2:2][C:3]1=[O:11]. (2) Given the reactants [CH3:1][S:2][C:3]1[CH:8]=[C:7]([Sn](CCCC)(CCCC)CCCC)[N:6]=[CH:5][N:4]=1.[Cl:22][C:23]1[C:28](Cl)=[N:27][CH:26]=[CH:25][N:24]=1.C1C=CC(P(C2C=CC=CC=2)C2C=CC=CC=2)=CC=1, predict the reaction product. The product is: [Cl:22][C:23]1[C:28]([C:7]2[CH:8]=[C:3]([S:2][CH3:1])[N:4]=[CH:5][N:6]=2)=[N:27][CH:26]=[CH:25][N:24]=1. (3) Given the reactants [F:1][C:2]1[CH:7]=[CH:6][C:5]([NH:8][CH2:9][C:10]2[S:14][C:13]([N:15]3[CH2:19][CH2:18][CH2:17][CH2:16]3)=[N:12][CH:11]=2)=[CH:4][CH:3]=1.C(N(CC)CC)C.[CH3:27][C:28]([CH3:33])([CH3:32])[C:29](Cl)=[O:30], predict the reaction product. The product is: [F:1][C:2]1[CH:7]=[CH:6][C:5]([N:8]([CH2:9][C:10]2[S:14][C:13]([N:15]3[CH2:19][CH2:18][CH2:17][CH2:16]3)=[N:12][CH:11]=2)[C:29](=[O:30])[C:28]([CH3:33])([CH3:32])[CH3:27])=[CH:4][CH:3]=1. (4) Given the reactants [Cl:1][C:2]1[CH:7]=[CH:6][C:5]([Cl:8])=[CH:4][C:3]=1[CH:9]1[C:17]2[C:12](=[CH:13][CH:14]=[C:15]([C:18]3[CH:19]=[C:20]([CH:24]=[CH:25][CH:26]=3)[C:21]([OH:23])=O)[CH:16]=2)[CH2:11][CH2:10]1.[O:27]1[CH2:31][CH2:30][CH2:29][CH:28]1[CH2:32][NH2:33], predict the reaction product. The product is: [Cl:1][C:2]1[CH:7]=[CH:6][C:5]([Cl:8])=[CH:4][C:3]=1[CH:9]1[C:17]2[C:12](=[CH:13][CH:14]=[C:15]([C:18]3[CH:19]=[C:20]([CH:24]=[CH:25][CH:26]=3)[C:21]([NH:33][CH2:32][CH:28]3[CH2:29][CH2:30][CH2:31][O:27]3)=[O:23])[CH:16]=2)[CH2:11][CH2:10]1. (5) Given the reactants Cl[CH2:2][C:3]1[CH:8]=[C:7]([C:9]([F:12])([F:11])[F:10])[CH:6]=[C:5]([N+:13]([O-:15])=[O:14])[CH:4]=1.[CH3:16][N:17]1[CH2:22][CH2:21][NH:20][CH2:19][CH2:18]1.CCOC(C)=O, predict the reaction product. The product is: [CH3:16][N:17]1[CH2:22][CH2:21][N:20]([CH2:2][C:3]2[CH:8]=[C:7]([C:9]([F:12])([F:11])[F:10])[CH:6]=[C:5]([N+:13]([O-:15])=[O:14])[CH:4]=2)[CH2:19][CH2:18]1. (6) The product is: [CH:17]([C:20]1[S:24][C:23]([NH:25][S:13]([C:10]2[CH:11]=[CH:12][C:7]([CH2:6][CH2:5][NH:4][C:1](=[O:3])[CH3:2])=[CH:8][CH:9]=2)(=[O:15])=[O:14])=[N:22][N:21]=1)([CH3:19])[CH3:18]. Given the reactants [C:1]([NH:4][CH2:5][CH2:6][C:7]1[CH:12]=[CH:11][C:10]([S:13](Cl)(=[O:15])=[O:14])=[CH:9][CH:8]=1)(=[O:3])[CH3:2].[CH:17]([C:20]1[S:24][C:23]([NH2:25])=[N:22][N:21]=1)([CH3:19])[CH3:18], predict the reaction product.